This data is from Forward reaction prediction with 1.9M reactions from USPTO patents (1976-2016). The task is: Predict the product of the given reaction. Given the reactants [ClH:1].FC1C=C(C2C(OC3C=CC(OCCN4CCCCC4)=CC=3)=C3C(=CC=2)C=C(O)C=C3)C=CC=1.Cl.[F:37][C:38]1[CH:39]=[C:40]([C:44]2[CH:53]=[CH:52][C:51]3[C:46](=[CH:47][CH:48]=[C:49]([O:54]C)[CH:50]=3)[C:45]=2[O:56][C:57]2[CH:72]=[CH:71][C:60]([O:61][CH2:62][CH2:63][N:64]3[CH2:70][CH2:69][CH2:68][CH2:67][CH2:66][CH2:65]3)=[CH:59][CH:58]=2)[CH:41]=[CH:42][CH:43]=1, predict the reaction product. The product is: [ClH:1].[N:64]1([CH2:63][CH2:62][O:61][C:60]2[CH:59]=[CH:58][C:57]([O:56][C:45]3[C:44]([C:40]4[CH:41]=[CH:42][CH:43]=[C:38]([F:37])[CH:39]=4)=[CH:53][CH:52]=[C:51]4[C:46]=3[CH:47]=[CH:48][C:49]([OH:54])=[CH:50]4)=[CH:72][CH:71]=2)[CH2:70][CH2:69][CH2:68][CH2:67][CH2:66][CH2:65]1.